Dataset: Forward reaction prediction with 1.9M reactions from USPTO patents (1976-2016). Task: Predict the product of the given reaction. (1) Given the reactants CO[C:3](=[O:16])[C:4]1[C:5](=[CH:10][C:11]([O:14][CH3:15])=[CH:12][CH:13]=1)[C:6]([O:8]C)=[O:7].[OH-].[Na+].Cl, predict the reaction product. The product is: [CH3:15][O:14][C:11]1[CH:10]=[C:5]2[C:4](=[CH:13][CH:12]=1)[C:3](=[O:16])[O:8][C:6]2=[O:7]. (2) Given the reactants [N:1]1[CH:6]=[CH:5][C:4]([C:7]2[CH:11]=[N:10][NH:9][C:8]=2[C:12]2[CH:29]=[CH:28][C:15]([O:16][CH2:17][C:18]3[CH:27]=[CH:26][C:25]4[C:20](=[CH:21][CH:22]=[CH:23][CH:24]=4)[N:19]=3)=[CH:14][CH:13]=2)=[CH:3][CH:2]=1.[CH3:30]NN.S(=O)(=O)(O)O, predict the reaction product. The product is: [CH3:30][N:9]1[C:8]([C:12]2[CH:13]=[CH:14][C:15]([O:16][CH2:17][C:18]3[CH:27]=[CH:26][C:25]4[C:20](=[CH:21][CH:22]=[CH:23][CH:24]=4)[N:19]=3)=[CH:28][CH:29]=2)=[C:7]([C:4]2[CH:3]=[CH:2][N:1]=[CH:6][CH:5]=2)[CH:11]=[N:10]1. (3) The product is: [F:8][C:6]1[CH:5]=[CH:4][N:3]2[CH:10]=[C:11]([C:12]([O:14][CH2:15][CH3:16])=[O:13])[N:1]=[C:2]2[CH:7]=1. Given the reactants [NH2:1][C:2]1[CH:7]=[C:6]([F:8])[CH:5]=[CH:4][N:3]=1.Br[CH2:10][C:11](=O)[C:12]([O:14][CH2:15][CH3:16])=[O:13], predict the reaction product. (4) The product is: [CH2:10]([O:9][C:8]([NH:7][CH2:6][CH2:5][CH2:4][CH2:3][C@H:2]([NH:1][C:25]([NH:24][C:20]([CH3:23])([CH3:22])[CH3:21])=[S:26])[C:18]([O:32][CH2:30][CH3:31])=[O:19])=[O:17])[C:11]1[CH:16]=[CH:15][CH:14]=[CH:13][CH:12]=1. Given the reactants [NH2:1][C@H:2]([CH2:18][OH:19])[CH2:3][CH2:4][CH2:5][CH2:6][NH:7][C:8](=[O:17])[O:9][CH2:10][C:11]1[CH:16]=[CH:15][CH:14]=[CH:13][CH:12]=1.[C:20]([N:24]=[C:25]=[S:26])([CH3:23])([CH3:22])[CH3:21].[N-]=C=S.[CH2:30]([OH:32])[CH3:31], predict the reaction product. (5) The product is: [Br:12][C:13]1[CH:14]=[CH:15][C:16]([CH3:22])=[C:17]([CH2:18][C:9]2[S:8][C:7]([C:5]3[S:6][C:2]([Cl:1])=[CH:3][CH:4]=3)=[CH:11][CH:10]=2)[CH:21]=1. Given the reactants [Cl:1][C:2]1[S:6][C:5]([C:7]2[S:8][CH:9]=[CH:10][CH:11]=2)=[CH:4][CH:3]=1.[Br:12][C:13]1[CH:14]=[CH:15][C:16]([CH3:22])=[C:17]([CH:21]=1)[C:18](O)=O, predict the reaction product. (6) Given the reactants [F:1][C:2]1[CH:7]=[CH:6][C:5]([NH:8][C:9]([NH:11][C:12]2[N:16]([C:17]3[CH:22]=[CH:21][CH:20]=[CH:19][CH:18]=3)[N:15]=[C:14]([C:23]([F:26])([F:25])[F:24])[CH:13]=2)=[O:10])=[CH:4][C:3]=1[O:27]C.B(Br)(Br)Br, predict the reaction product. The product is: [C:2]1([N:8]([C:5]2[CH:6]=[CH:7][C:2]([F:1])=[C:3]([OH:27])[CH:4]=2)[C:9]([NH:11][C:12]2[N:16]([C:17]3[CH:18]=[CH:19][CH:20]=[CH:21][CH:22]=3)[N:15]=[C:14]([C:23]([F:25])([F:24])[F:26])[CH:13]=2)=[O:10])[CH:7]=[CH:6][CH:5]=[CH:4][CH:3]=1. (7) Given the reactants [CH3:1][O:2][C:3]1[CH:8]=[CH:7][CH:6]=[CH:5][C:4]=1[C:9]1[N:17]2[C:12]([CH:13]=[N:14][C:15](O)=[N:16]2)=[CH:11][CH:10]=1.C(N(CC)C(C)C)(C)C.[C:28]([O:32][C:33]([N:35]1[CH2:40][CH2:39][CH:38]([N:41]2[CH:45]=[C:44]([NH2:46])[CH:43]=[N:42]2)[CH2:37][CH2:36]1)=[O:34])([CH3:31])([CH3:30])[CH3:29], predict the reaction product. The product is: [NH3:14].[CH3:1][OH:2].[C:28]([O:32][C:33]([N:35]1[CH2:36][CH2:37][CH:38]([N:41]2[CH:45]=[C:44]([NH:46][C:15]3[N:14]=[CH:13][C:12]4=[CH:11][CH:10]=[C:9]([C:4]5[CH:5]=[CH:6][CH:7]=[CH:8][C:3]=5[O:2][CH3:1])[N:17]4[N:16]=3)[CH:43]=[N:42]2)[CH2:39][CH2:40]1)=[O:34])([CH3:31])([CH3:29])[CH3:30]. (8) The product is: [C:15]([C:17]([C:20]1[CH:21]=[CH:22][C:23]([NH:26][C:27]2[CH:28]=[C:29]([CH:33]=[CH:34][N:35]=2)[C:30]([NH:14][C:10]2[CH:11]=[N:12][CH:13]=[C:8]([C:3]3[CH:4]=[CH:5][CH:6]=[CH:7][C:2]=3[F:1])[CH:9]=2)=[O:31])=[N:24][CH:25]=1)([CH3:19])[CH3:18])#[N:16]. Given the reactants [F:1][C:2]1[CH:7]=[CH:6][CH:5]=[CH:4][C:3]=1[C:8]1[CH:9]=[C:10]([NH2:14])[CH:11]=[N:12][CH:13]=1.[C:15]([C:17]([C:20]1[CH:21]=[CH:22][C:23]([NH:26][C:27]2[CH:28]=[C:29]([CH:33]=[CH:34][N:35]=2)[C:30](O)=[O:31])=[N:24][CH:25]=1)([CH3:19])[CH3:18])#[N:16].CCN(C(C)C)C(C)C.CCCP1(OP(CCC)(=O)OP(CCC)(=O)O1)=O.C(=O)(O)[O-].[Na+], predict the reaction product. (9) Given the reactants FC(F)(F)C(O)=O.[CH3:8][C@H:9]([O:13][C:14]1[NH:15][C:16]([NH2:25])=[C:17]2[C:21]([N:22]=1)=[N:20][C:19]([O:23][CH3:24])=[N:18]2)[CH2:10][CH2:11][CH3:12].Br[CH2:27][CH2:28][CH:29]1[CH2:34][CH2:33][O:32][C:31]([CH3:36])([CH3:35])[CH2:30]1, predict the reaction product. The product is: [CH3:35][C:31]1([CH3:36])[CH2:30][CH:29]([CH2:28][CH2:27][N:20]2[C:19]([O:23][CH3:24])=[N:18][C:17]3[C:21]2=[N:22][C:14]([O:13][C@@H:9]([CH3:8])[CH2:10][CH2:11][CH3:12])=[N:15][C:16]=3[NH2:25])[CH2:34][CH2:33][O:32]1.